Dataset: Catalyst prediction with 721,799 reactions and 888 catalyst types from USPTO. Task: Predict which catalyst facilitates the given reaction. Reactant: Br[C:2]1[CH:12]=[CH:11][C:5]2[N:6]=[C:7]([NH:9][CH3:10])[S:8][C:4]=2[CH:3]=1.[CH3:13][C:14]1([CH3:30])[C:18]([CH3:20])([CH3:19])[O:17][B:16]([B:16]2[O:17][C:18]([CH3:20])([CH3:19])[C:14]([CH3:30])([CH3:13])[O:15]2)[O:15]1.CC([O-])=O.[K+]. Product: [CH3:10][NH:9][C:7]1[S:8][C:4]2[CH:3]=[C:2]([B:16]3[O:17][C:18]([CH3:20])([CH3:19])[C:14]([CH3:30])([CH3:13])[O:15]3)[CH:12]=[CH:11][C:5]=2[N:6]=1. The catalyst class is: 12.